This data is from Catalyst prediction with 721,799 reactions and 888 catalyst types from USPTO. The task is: Predict which catalyst facilitates the given reaction. (1) Reactant: C(=O)([O-])[O-].[Ca+2].[C:6](Cl)(Cl)=[S:7].[Cl:10][C:11]1[CH:12]=[C:13]([CH:15]=[C:16]([Cl:26])[C:17]=1[C:18]1[CH:19]=[N:20][C:21]([O:24][CH3:25])=[CH:22][CH:23]=1)[NH2:14].Cl. Product: [Cl:26][C:16]1[CH:15]=[C:13]([N:14]=[C:6]=[S:7])[CH:12]=[C:11]([Cl:10])[C:17]=1[C:18]1[CH:23]=[CH:22][C:21]([O:24][CH3:25])=[N:20][CH:19]=1. The catalyst class is: 46. (2) Reactant: [F:1][C:2]1[CH:12]=[CH:11][C:5]([CH:6]=[CH:7][C:8](O)=[O:9])=[CH:4][CH:3]=1.C[N:14](C=O)C.C(Cl)(=O)C(Cl)=O. Product: [F:1][C:2]1[CH:12]=[CH:11][C:5](/[CH:6]=[CH:7]/[C:8]([NH2:14])=[O:9])=[CH:4][CH:3]=1. The catalyst class is: 4. (3) Reactant: [F:1][C:2]1[CH:3]=[C:4]2[C:9](=[CH:10][CH:11]=1)[N:8]1[CH:12]=[CH:13][N:14]=[C:7]1[C:6]([NH:15][CH2:16][CH2:17][CH2:18][OH:19])=[N:5]2.N12CCCN=C1CCCCC2.O=C1CCC(=O)N1[O:38][C:39](=O)[C@H:40]([NH:42][C:43](=[O:49])[O:44][C:45]([CH3:48])([CH3:47])[CH3:46])[CH3:41]. Product: [C:45]([O:44][C:43]([NH:42][C@H:40]([CH3:41])[C:39]([O:19][CH2:18][CH2:17][CH2:16][NH:15][C:6]1[C:7]2[N:8]([CH:12]=[CH:13][N:14]=2)[C:9]2[C:4]([N:5]=1)=[CH:3][C:2]([F:1])=[CH:11][CH:10]=2)=[O:38])=[O:49])([CH3:48])([CH3:47])[CH3:46]. The catalyst class is: 35. (4) Reactant: [CH3:1][N:2]1[C:11]2[C:6](=[CH:7][CH:8]=[C:9]([C:12]([F:15])([F:14])[F:13])[N:10]=2)[CH:5]=[C:4]([C:16]([O:18]CC)=[O:17])[C:3]1=[O:21].O.[OH-].[Li+].O.C(=O)([O-])O.[Na+]. Product: [CH3:1][N:2]1[C:11]2[C:6](=[CH:7][CH:8]=[C:9]([C:12]([F:15])([F:13])[F:14])[N:10]=2)[CH:5]=[C:4]([C:16]([OH:18])=[O:17])[C:3]1=[O:21]. The catalyst class is: 12. (5) Reactant: [C:1]([C:5]1[S:35][C:8]2[C:9](=[O:34])[N:10]([CH2:12][C:13]3[CH:18]=[CH:17][C:16]([C:19]4[CH:24]=[C:23]([C:25]5[CH:26]=[N:27][N:28]([CH3:30])[CH:29]=5)[N:22]=[C:21]([O:31]C)[CH:20]=4)=[CH:15][C:14]=3[F:33])[CH2:11][C:7]=2[CH:6]=1)([CH3:4])([CH3:3])[CH3:2].C[Si](Cl)(C)C.[Na+].[I-].[O-]S([O-])(=S)=O.[Na+].[Na+].C([O-])(O)=O.[Na+]. Product: [C:1]([C:5]1[S:35][C:8]2[C:9](=[O:34])[N:10]([CH2:12][C:13]3[CH:18]=[CH:17][C:16]([C:19]4[CH:24]=[C:23]([C:25]5[CH:26]=[N:27][N:28]([CH3:30])[CH:29]=5)[NH:22][C:21](=[O:31])[CH:20]=4)=[CH:15][C:14]=3[F:33])[CH2:11][C:7]=2[CH:6]=1)([CH3:4])([CH3:2])[CH3:3]. The catalyst class is: 210.